This data is from Cav3 T-type calcium channel HTS with 100,875 compounds. The task is: Binary Classification. Given a drug SMILES string, predict its activity (active/inactive) in a high-throughput screening assay against a specified biological target. (1) The drug is S(=O)(=O)(N1CCCCC1)c1cc2c(cc1)cccc2. The result is 0 (inactive). (2) The compound is S(=O)(=O)(N(Cc1occc1)CC(=O)Nc1c(cccc1)C(F)(F)F)c1sccc1. The result is 0 (inactive). (3) The compound is Clc1ccc(CNC(=O)CS(=O)Cc2nc(oc2C)c2ccc(OC)cc2)cc1. The result is 1 (active). (4) The compound is O=C1n2[nH]cnc2=NC(C1)C(=O)Nc1c(OC)ccc(OC)c1. The result is 0 (inactive). (5) The compound is O=C1N(C(=O)NC21CCCc1c2cccc1)CC(=O)c1cc(OC)c(OC)cc1. The result is 0 (inactive). (6) The drug is S(c1n(c(nn1)c1sccc1)C)CC(=O)Nc1cc(OC)c(OC)cc1. The result is 0 (inactive).